This data is from Catalyst prediction with 721,799 reactions and 888 catalyst types from USPTO. The task is: Predict which catalyst facilitates the given reaction. Reactant: [OH-].[Na+].[NH2:3][C:4]([CH3:15])([CH2:7][C:8]1[CH:13]=[CH:12][CH:11]=[C:10]([I:14])[CH:9]=1)[CH2:5][OH:6].[Cl:16][CH2:17][C:18](Cl)=[O:19]. Product: [Cl:16][CH2:17][C:18]([NH:3][C:4]([CH2:5][OH:6])([CH3:15])[CH2:7][C:8]1[CH:13]=[CH:12][CH:11]=[C:10]([I:14])[CH:9]=1)=[O:19]. The catalyst class is: 2.